The task is: Regression. Given a peptide amino acid sequence and an MHC pseudo amino acid sequence, predict their binding affinity value. This is MHC class I binding data.. This data is from Peptide-MHC class I binding affinity with 185,985 pairs from IEDB/IMGT. (1) The peptide sequence is SVITQACPK. The MHC is HLA-A11:01 with pseudo-sequence HLA-A11:01. The binding affinity (normalized) is 0.827. (2) The peptide sequence is VVKQLPASF. The MHC is SLA-10401 with pseudo-sequence SLA-10401. The binding affinity (normalized) is 0.0847. (3) The MHC is HLA-A26:01 with pseudo-sequence HLA-A26:01. The binding affinity (normalized) is 0.219. The peptide sequence is EKLRIKGMSY. (4) The peptide sequence is FKRKGGIGGY. The MHC is HLA-B58:01 with pseudo-sequence HLA-B58:01. The binding affinity (normalized) is 0. (5) The peptide sequence is DGFGVHLAF. The MHC is HLA-A69:01 with pseudo-sequence HLA-A69:01. The binding affinity (normalized) is 0.0847. (6) The peptide sequence is SEMVMCGGSL. The MHC is HLA-B45:01 with pseudo-sequence HLA-B45:01. The binding affinity (normalized) is 0.742.